This data is from Ames mutagenicity test results for genotoxicity prediction. The task is: Regression/Classification. Given a drug SMILES string, predict its toxicity properties. Task type varies by dataset: regression for continuous values (e.g., LD50, hERG inhibition percentage) or binary classification for toxic/non-toxic outcomes (e.g., AMES mutagenicity, cardiotoxicity, hepatotoxicity). Dataset: ames. (1) The compound is c1ccc2c(c1)cc1ccc3cc4ccccc4c4ccc2c1c34. The result is 1 (mutagenic). (2) The drug is Cn1c(N)nc2cc(C#N)ccc21. The result is 1 (mutagenic). (3) The molecule is Fc1cc(F)c2ncccc2c1. The result is 1 (mutagenic).